From a dataset of Reaction yield outcomes from USPTO patents with 853,638 reactions. Predict the reaction yield, written as a fraction of the theoretical maximum amount of product (1.0 means a 100% yield; for example, 0.34 means a 34% yield). (1) The reactants are ClC(Cl)(Cl)C([NH:5][C:6]([NH:8][C:9]1[CH:13]=[CH:12][S:11][C:10]=1[C:14]([O:16][CH3:17])=[O:15])=[O:7])=O.N. The catalyst is CO. The product is [NH2:5][C:6]([NH:8][C:9]1[CH:13]=[CH:12][S:11][C:10]=1[C:14]([O:16][CH3:17])=[O:15])=[O:7]. The yield is 1.00. (2) The reactants are [CH3:1][C:2]1([CH3:26])[C:6]([C:7]2[CH:12]=[C:11]([CH2:13]O)[CH:10]=[CH:9][C:8]=2[C:15]2[CH:20]=[C:19]([C:21]([F:24])([F:23])[F:22])[CH:18]=[CH:17][C:16]=2[F:25])=[CH:5][CH2:4][CH2:3]1.S(Cl)([Cl:29])=O. The catalyst is C(Cl)Cl.CN(C=O)C. The product is [Cl:29][CH2:13][C:11]1[CH:10]=[CH:9][C:8]([C:15]2[CH:20]=[C:19]([C:21]([F:23])([F:22])[F:24])[CH:18]=[CH:17][C:16]=2[F:25])=[C:7]([C:6]2[C:2]([CH3:26])([CH3:1])[CH2:3][CH2:4][CH:5]=2)[CH:12]=1. The yield is 0.900. (3) The reactants are [Br:1][C:2]1[CH:7]=[CH:6][C:5]([N:8]2[C:12]([CH3:13])=[C:11](C(O)=O)[N:10]=[N:9]2)=[CH:4][CH:3]=1.[C:17]1([C@H:23]([OH:25])[CH3:24])[CH:22]=[CH:21][CH:20]=[CH:19][CH:18]=1.C([N:28]([CH2:31]C)CC)C.C1(P(N=[N+]=[N-])(C2C=CC=CC=2)=[O:40])C=CC=CC=1. The catalyst is C1(C)C=CC=CC=1. The product is [C:17]1([C@H:23]([O:25][C:31](=[O:40])[NH:28][C:11]2[N:10]=[N:9][N:8]([C:5]3[CH:4]=[CH:3][C:2]([Br:1])=[CH:7][CH:6]=3)[C:12]=2[CH3:13])[CH3:24])[CH:22]=[CH:21][CH:20]=[CH:19][CH:18]=1. The yield is 0.532. (4) The reactants are [CH3:1][O:2][CH2:3][CH2:4][O:5][CH2:6][CH2:7][O:8][CH2:9][CH2:10][O:11][C:12]1[CH:18]=[CH:17][C:15]([NH2:16])=[CH:14][CH:13]=1.[N:19]([O-])=O.[Na+].[F:23][C:24]1[CH:29]=[CH:28][CH:27]=[C:26]([F:30])[C:25]=1[OH:31]. The catalyst is O.Cl.[OH-].[K+]. The product is [F:23][C:24]1[CH:29]=[C:28]([N:19]=[N:16][C:15]2[CH:14]=[CH:13][C:12]([O:11][CH2:10][CH2:9][O:8][CH2:7][CH2:6][O:5][CH2:4][CH2:3][O:2][CH3:1])=[CH:18][CH:17]=2)[CH:27]=[C:26]([F:30])[C:25]=1[OH:31]. The yield is 0.140. (5) The reactants are [CH3:1][NH:2][S:3]([C:6]1[CH:7]=[C:8]([NH:12][C:13]2[N:18]=[CH:17][N:16]=[C:15]([NH:19][C:20]3[CH:28]=[CH:27][C:23]([C:24](O)=[O:25])=[CH:22][CH:21]=3)[CH:14]=2)[CH:9]=[CH:10][CH:11]=1)(=[O:5])=[O:4].[NH2:29][CH2:30][C:31]([O:33][CH2:34][CH3:35])=[O:32].CCN(C(C)C)C(C)C.C(Cl)CCl.C1C=CC2N(O)N=NC=2C=1. The catalyst is C1COCC1. The product is [CH3:1][NH:2][S:3]([C:6]1[CH:7]=[C:8]([NH:12][C:13]2[N:18]=[CH:17][N:16]=[C:15]([NH:19][C:20]3[CH:21]=[CH:22][C:23]([C:24]([NH:29][CH2:30][C:31]([O:33][CH2:34][CH3:35])=[O:32])=[O:25])=[CH:27][CH:28]=3)[CH:14]=2)[CH:9]=[CH:10][CH:11]=1)(=[O:4])=[O:5]. The yield is 0.830.